Dataset: Full USPTO retrosynthesis dataset with 1.9M reactions from patents (1976-2016). Task: Predict the reactants needed to synthesize the given product. (1) Given the product [Si:1]([O:8][C:9]1[CH:10]=[CH:11][CH:12]=[C:13]2[C:18]=1[N:17]=[C:16](/[CH:19]=[N:29]/[N:28]=[C:24]1\[NH:25][CH:26]=[CH:27][C:22]([I:21])=[CH:23]\1)[CH:15]=[CH:14]2)([C:4]([CH3:7])([CH3:6])[CH3:5])([CH3:3])[CH3:2], predict the reactants needed to synthesize it. The reactants are: [Si:1]([O:8][C:9]1[CH:10]=[CH:11][CH:12]=[C:13]2[C:18]=1[N:17]=[C:16]([CH:19]=O)[CH:15]=[CH:14]2)([C:4]([CH3:7])([CH3:6])[CH3:5])([CH3:3])[CH3:2].[I:21][C:22]1[CH:27]=[CH:26][NH:25]/[C:24](=[N:28]\[NH2:29])/[CH:23]=1. (2) Given the product [CH3:1][C:2]1([CH3:12])[C:11]2[C:6](=[C:7]([I:26])[CH:8]=[CH:9][CH:10]=2)[O:5][CH2:4][CH2:3]1, predict the reactants needed to synthesize it. The reactants are: [CH3:1][C:2]1([CH3:12])[C:11]2[C:6](=[CH:7][CH:8]=[CH:9][CH:10]=2)[O:5][CH2:4][CH2:3]1.CN(C)CCN(C)C.C([Li])CCC.[I:26]CI.